Dataset: Forward reaction prediction with 1.9M reactions from USPTO patents (1976-2016). Task: Predict the product of the given reaction. (1) Given the reactants [Cl:1][C:2]1[CH:3]=[C:4]([C:8]2[C:13]([O:14][CH3:15])=[CH:12][CH:11]=[C:10]([CH2:16][C:17]([OH:19])=O)[C:9]=2[F:20])[CH:5]=[CH:6][CH:7]=1.Cl[CH:22](Cl)C.S(Cl)(Cl)=O.C[Si](C=[N+]=[N-])(C)C.[BrH:36].C([O-])([O-])=O.[Na+].[Na+], predict the reaction product. The product is: [Br:36][CH2:22][C:17](=[O:19])[CH2:16][C:10]1[C:9]([F:20])=[C:8]([C:4]2[CH:5]=[CH:6][CH:7]=[C:2]([Cl:1])[CH:3]=2)[C:13]([O:14][CH3:15])=[CH:12][CH:11]=1. (2) Given the reactants Cl[C:2]1[N:7]=[C:6]([NH:8][C:9]2[C:14]3[O:15][CH2:16][O:17][C:13]=3[CH:12]=[C:11]([C:18]#[N:19])[CH:10]=2)[CH:5]=[CH:4][N:3]=1.Cl.[CH3:21][S:22]([C:25]1[CH:26]=[C:27]([CH:29]=[CH:30][CH:31]=1)[NH2:28])(=[O:24])=[O:23].CCN(C(C)C)C(C)C, predict the reaction product. The product is: [CH3:21][S:22]([C:25]1[CH:26]=[C:27]([NH:28][C:2]2[N:7]=[C:6]([NH:8][C:9]3[C:14]4[O:15][CH2:16][O:17][C:13]=4[CH:12]=[C:11]([C:18]#[N:19])[CH:10]=3)[CH:5]=[CH:4][N:3]=2)[CH:29]=[CH:30][CH:31]=1)(=[O:23])=[O:24]. (3) Given the reactants [CH3:1][C:2]1[CH:3]=[C:4]([CH2:11][CH:12]([CH2:17][C:18]([O:20][C:21]([CH3:24])([CH3:23])[CH3:22])=[O:19])[C:13]([O:15][CH3:16])=[O:14])[CH:5]=[C:6]2[C:10]=1[NH:9][N:8]=[CH:7]2.C1(N(C)C2CCCCC2)CCCCC1.[CH3:39][Si:40]([CH2:43][CH2:44][O:45][CH2:46]Cl)([CH3:42])[CH3:41], predict the reaction product. The product is: [CH3:1][C:2]1[C:10]2[C:6](=[CH:7][N:8]([CH2:46][O:45][CH2:44][CH2:43][Si:40]([CH3:42])([CH3:41])[CH3:39])[N:9]=2)[CH:5]=[C:4]([CH2:11][CH:12]([CH2:17][C:18]([O:20][C:21]([CH3:24])([CH3:23])[CH3:22])=[O:19])[C:13]([O:15][CH3:16])=[O:14])[CH:3]=1. (4) Given the reactants [CH3:1]SC.B.[NH2:5][C@H:6]1[CH2:11][CH2:10][C@H:9]([CH:12]2[O:25][C:24]3[C:23]4[C:18](=[CH:19][CH:20]=[C:21]([O:26][CH3:27])[N:22]=4)[N:17]=[CH:16][C:15]=3[NH:14][C:13]2=O)[CH2:8][CH2:7]1, predict the reaction product. The product is: [CH3:27][O:26][C:21]1[N:22]=[C:23]2[C:18](=[CH:19][CH:20]=1)[N:17]=[CH:16][C:15]1[N:14]([CH3:1])[CH2:13][CH:12]([C@H:9]3[CH2:8][CH2:7][C@H:6]([NH2:5])[CH2:11][CH2:10]3)[O:25][C:24]2=1. (5) Given the reactants [NH:1]([C:8](=O)[CH2:9][N:10]1[C:18]2[CH:17]=[CH:16][CH:15]=[CH:14][C:13]=2[C:12]2[CH2:19][CH2:20][N:21](C(OC(C)(C)C)=O)[CH2:22][CH2:23][C:11]1=2)[C:2]1[CH:7]=[CH:6][CH:5]=[CH:4][CH:3]=1.[H-].[H-].[H-].[H-].[Li+].[Al+3], predict the reaction product. The product is: [CH2:19]1[C:12]2[C:13]3[CH:14]=[CH:15][CH:16]=[CH:17][C:18]=3[N:10]([CH2:9][CH2:8][NH:1][C:2]3[CH:7]=[CH:6][CH:5]=[CH:4][CH:3]=3)[C:11]=2[CH2:23][CH2:22][NH:21][CH2:20]1. (6) Given the reactants [C:1]([O:5][C:6]([N:8]1[CH2:13][CH2:12][NH:11][CH:10]([C:14](=[O:16])[NH2:15])[CH2:9]1)=[O:7])([CH3:4])([CH3:3])[CH3:2].[CH:17](=O)[C:18]1[CH:23]=[CH:22][CH:21]=[CH:20][CH:19]=1.C(O[BH-](OC(=O)C)OC(=O)C)(=O)C.[Na+].ClCCl, predict the reaction product. The product is: [CH2:17]([N:11]1[CH2:12][CH2:13][N:8]([C:6]([O:5][C:1]([CH3:4])([CH3:2])[CH3:3])=[O:7])[CH2:9][CH:10]1[C:14](=[O:16])[NH2:15])[C:18]1[CH:23]=[CH:22][CH:21]=[CH:20][CH:19]=1. (7) Given the reactants [CH3:1][CH:2]([NH2:15])[CH2:3][CH2:4][CH2:5][C:6]1[C:11]([Cl:12])=[CH:10][C:9]([Cl:13])=[CH:8][C:7]=1[Cl:14].[F:16][CH:17]([C:19]1[C:23]([C:24](O)=[O:25])=[CH:22][N:21]([CH3:27])[N:20]=1)[F:18], predict the reaction product. The product is: [CH3:1][CH:2]([NH:15][C:24]([C:23]1[C:19]([CH:17]([F:18])[F:16])=[N:20][N:21]([CH3:27])[CH:22]=1)=[O:25])[CH2:3][CH2:4][CH2:5][C:6]1[C:7]([Cl:14])=[CH:8][C:9]([Cl:13])=[CH:10][C:11]=1[Cl:12].